From a dataset of Full USPTO retrosynthesis dataset with 1.9M reactions from patents (1976-2016). Predict the reactants needed to synthesize the given product. (1) Given the product [Cl:45][C:43]1[N:44]=[C:39]2[C:38]([NH:48][C:49](=[O:55])[O:50][C:51]([CH3:54])([CH3:53])[CH3:52])=[N:37][C@@:36]([C:34]3[CH:35]=[C:30]([NH:29][C:8]([C:5]4[CH:4]=[CH:3][C:2]([F:1])=[CH:7][N:6]=4)=[O:10])[CH:31]=[CH:32][C:33]=3[F:57])([CH3:56])[CH2:41][N:40]2[C:42]=1[C:46]#[N:47], predict the reactants needed to synthesize it. The reactants are: [F:1][C:2]1[CH:3]=[CH:4][C:5]([C:8]([OH:10])=O)=[N:6][CH:7]=1.[Cl-].COC1N=C(OC)N=C([N+]2(C)CCOCC2)N=1.[NH2:29][C:30]1[CH:31]=[CH:32][C:33]([F:57])=[C:34]([C@:36]2([CH3:56])[CH2:41][N:40]3[C:42]([C:46]#[N:47])=[C:43]([Cl:45])[N:44]=[C:39]3[C:38]([NH:48][C:49](=[O:55])[O:50][C:51]([CH3:54])([CH3:53])[CH3:52])=[N:37]2)[CH:35]=1. (2) Given the product [CH:11]([C:10]1[C:9]2[C:4](=[CH:5][CH:6]=[CH:7][CH:8]=2)[N:3]([C:13]2[CH:20]=[CH:19][C:16]([C:17]#[N:18])=[CH:15][CH:14]=2)[C:2]=1[N:21]1[CH2:26][CH2:25][NH:24][CH2:23][CH2:22]1)=[O:12], predict the reactants needed to synthesize it. The reactants are: Cl[C:2]1[N:3]([C:13]2[CH:20]=[CH:19][C:16]([C:17]#[N:18])=[CH:15][CH:14]=2)[C:4]2[C:9]([C:10]=1[CH:11]=[O:12])=[CH:8][CH:7]=[CH:6][CH:5]=2.[NH:21]1[CH2:26][CH2:25][NH:24][CH2:23][CH2:22]1. (3) The reactants are: B1(B2OC(C)(C)C(C)(C)O2)OC(C)(C)C(C)(C)O1.Br[C:20]1[CH:29]=[CH:28][C:23]([C:24]([O:26][CH3:27])=[O:25])=[C:22]([CH3:30])[CH:21]=1.CC([O-])=O.[K+].Br[C:37]1[CH:42]=[CH:41][C:40]([NH:43][C:44]2[S:45][C:46]3[CH:52]=[C:51]([F:53])[CH:50]=[CH:49][C:47]=3[N:48]=2)=[C:39]([F:54])[CH:38]=1.C([O-])(O)=O.[Na+]. Given the product [F:54][C:39]1[CH:38]=[C:37]([C:20]2[CH:29]=[CH:28][C:23]([C:24]([O:26][CH3:27])=[O:25])=[C:22]([CH3:30])[CH:21]=2)[CH:42]=[CH:41][C:40]=1[NH:43][C:44]1[S:45][C:46]2[CH:52]=[C:51]([F:53])[CH:50]=[CH:49][C:47]=2[N:48]=1, predict the reactants needed to synthesize it. (4) Given the product [CH2:14]1[C:9]2[NH:8][C:10]3[C:9](=[CH:14][CH:13]=[CH:12][CH:11]=3)[C:10]=2[C:11](=[O:15])[CH2:12][CH2:13]1, predict the reactants needed to synthesize it. The reactants are: C1(N/[N:8]=[C:9]2/[CH2:10][C:11](=[O:15])[CH2:12][CH2:13][CH2:14]/2)C=CC=CC=1. (5) Given the product [F:50][C:47]1[CH:46]=[CH:45][C:44]([C:41]2[N:39]3[CH:40]=[C:35]([C:12]4[N:8]([C:5]5[CH:4]=[CH:3][C:2]([F:1])=[CH:7][CH:6]=5)[CH:9]=[N:10][CH:11]=4)[CH:36]=[CH:37][C:38]3=[N:43][CH:42]=2)=[CH:49][CH:48]=1, predict the reactants needed to synthesize it. The reactants are: [F:1][C:2]1[CH:7]=[CH:6][C:5]([N:8]2[CH:12]=[CH:11][N:10]=[CH:9]2)=[CH:4][CH:3]=1.[F-].[Cs+].C1([As](C2C=CC=CC=2)C2C=CC=CC=2)C=CC=CC=1.Br[C:35]1[CH:36]=[CH:37][C:38]2[N:39]([C:41]([C:44]3[CH:49]=[CH:48][C:47]([F:50])=[CH:46][CH:45]=3)=[CH:42][N:43]=2)[CH:40]=1. (6) Given the product [CH3:5][N:6]1[C:10]([CH:11]=[O:12])=[N:9][C:8]([C:13]2[CH:18]=[CH:17][CH:16]=[CH:15][CH:14]=2)=[N:7]1, predict the reactants needed to synthesize it. The reactants are: C(OC(=O)[CH2:5][N:6]1[C:10]([CH:11]=[O:12])=[N:9][C:8]([C:13]2[CH:18]=[CH:17][CH:16]=[CH:15][CH:14]=2)=[N:7]1)C.C(OC(=O)CNN)C.C1(C2OCC(=O)N=2)C=CC=CC=1.